From a dataset of Forward reaction prediction with 1.9M reactions from USPTO patents (1976-2016). Predict the product of the given reaction. (1) Given the reactants [CH3:1][S:2](Cl)(=[O:4])=[O:3].Cl.[Cl:7][C:8]1[C:9]([F:34])=[C:10]([CH:31]=[CH:32][CH:33]=1)[NH:11][C:12]1[C:21]2[C:16](=[CH:17][C:18]([O:29][CH3:30])=[C:19]([O:22][C@H:23]3[CH2:28][CH2:27][CH2:26][NH:25][CH2:24]3)[CH:20]=2)[N:15]=[CH:14][N:13]=1.C(N(C(C)C)CC)(C)C, predict the reaction product. The product is: [Cl:7][C:8]1[C:9]([F:34])=[C:10]([CH:31]=[CH:32][CH:33]=1)[NH:11][C:12]1[C:21]2[C:16](=[CH:17][C:18]([O:29][CH3:30])=[C:19]([O:22][C@H:23]3[CH2:28][CH2:27][CH2:26][N:25]([S:2]([CH3:1])(=[O:4])=[O:3])[CH2:24]3)[CH:20]=2)[N:15]=[CH:14][N:13]=1. (2) Given the reactants [NH2:1][C:2]1[CH:3]=[C:4]([CH3:9])[CH:5]=[CH:6][C:7]=1[NH2:8].[CH:10](S(O)(=O)=O)(O)[CH:11](S(O)(=O)=O)O.C(C=O)=O, predict the reaction product. The product is: [CH3:9][C:4]1[CH:3]=[C:2]2[C:7](=[CH:6][CH:5]=1)[N:8]=[CH:11][CH:10]=[N:1]2. (3) Given the reactants [CH3:1][O:2][C:3](=[O:28])[C@@H:4]([NH:20][C:21]([O:23][C:24]([CH3:27])([CH3:26])[CH3:25])=[O:22])[CH2:5][C:6]1[CH:11]=[CH:10][C:9](OS(C(F)(F)F)(=O)=O)=[CH:8][CH:7]=1.[CH:29]([O:32][C:33]([N:35]1[CH2:40][CH2:39][CH:38]([CH2:41][O:42][C:43]2[CH:48]=[CH:47][C:46](B3OC(C)(C)C(C)(C)O3)=[CH:45][CH:44]=2)[CH2:37][CH2:36]1)=[O:34])([CH3:31])[CH3:30].C(N(CC)CC)C.CN(C=O)C, predict the reaction product. The product is: [CH:29]([O:32][C:33]([N:35]1[CH2:36][CH2:37][CH:38]([CH2:41][O:42][C:43]2[CH:48]=[CH:47][C:46]([C:9]3[CH:10]=[CH:11][C:6]([CH2:5][C@H:4]([NH:20][C:21]([O:23][C:24]([CH3:27])([CH3:26])[CH3:25])=[O:22])[C:3]([O:2][CH3:1])=[O:28])=[CH:7][CH:8]=3)=[CH:45][CH:44]=2)[CH2:39][CH2:40]1)=[O:34])([CH3:31])[CH3:30]. (4) Given the reactants C(OC([N:8]1[CH2:13][CH2:12][CH:11]([CH2:14][O:15][C:16]2[N:17]=[N:18][C:19]([CH2:36][CH2:37][CH2:38][CH3:39])=[C:20]([C:22]3[CH:27]=[CH:26][C:25]([O:28][CH2:29][C:30]4[CH:35]=[CH:34][CH:33]=[CH:32][CH:31]=4)=[CH:24][CH:23]=3)[CH:21]=2)[CH2:10][CH2:9]1)=O)(C)(C)C.[ClH:40], predict the reaction product. The product is: [ClH:40].[ClH:40].[CH2:29]([O:28][C:25]1[CH:24]=[CH:23][C:22]([C:20]2[CH:21]=[C:16]([O:15][CH2:14][CH:11]3[CH2:12][CH2:13][NH:8][CH2:9][CH2:10]3)[N:17]=[N:18][C:19]=2[CH2:36][CH2:37][CH2:38][CH3:39])=[CH:27][CH:26]=1)[C:30]1[CH:31]=[CH:32][CH:33]=[CH:34][CH:35]=1. (5) Given the reactants [Br:1][C:2]1[CH:7]=[CH:6][C:5]([CH2:8][CH2:9][OH:10])=[CH:4][CH:3]=1.[H-].[Na+].Br[C:14]([CH3:21])([CH3:20])[C:15]([O:17][CH2:18][CH3:19])=[O:16].C(OCC)(=O)C, predict the reaction product. The product is: [Br:1][C:2]1[CH:7]=[CH:6][C:5]([CH2:8][CH2:9][O:10][C:14]([CH3:21])([CH3:20])[C:15]([O:17][CH2:18][CH3:19])=[O:16])=[CH:4][CH:3]=1. (6) Given the reactants [OH:1][C:2]1[C:10]2[NH:9][C:8]([CH2:11]Cl)=[N:7][C:6]=2[CH:5]=[CH:4][CH:3]=1.C(OC([N:20]([CH2:40][C:41]1[CH:46]=[CH:45][CH:44]=[CH:43][N:42]=1)[CH2:21][C:22]1[CH:27]=[CH:26][C:25]([CH2:28][NH:29][CH:30]2[C:39]3[N:38]=[CH:37][CH:36]=[CH:35][C:34]=3[CH2:33][CH2:32][CH2:31]2)=[CH:24][CH:23]=1)=O)(C)(C)C.C(N(C(C)C)CC)(C)C.C(OC(N(CC1C=CC=CN=1)CC1C=CC(CN(CC2NC3C=CC(CC(O)=O)=CC=3N=2)C2C3N=CC=CC=3CCC2)=CC=1)=O)(C)(C)C, predict the reaction product. The product is: [N:42]1[CH:43]=[CH:44][CH:45]=[CH:46][C:41]=1[CH2:40][NH:20][CH2:21][C:22]1[CH:23]=[CH:24][C:25]([CH2:28][N:29]([CH2:11][C:8]2[NH:7][C:6]3[CH:5]=[CH:4][CH:3]=[C:2]([OH:1])[C:10]=3[N:9]=2)[CH:30]2[C:39]3[N:38]=[CH:37][CH:36]=[CH:35][C:34]=3[CH2:33][CH2:32][CH2:31]2)=[CH:26][CH:27]=1. (7) Given the reactants O1[CH2:5][CH2:4][CH2:3][CH2:2]1.I[C:7]1[CH:32]=[CH:31][C:10]([C:11]([N:13]([CH3:30])[C@:14]([CH3:29])([C:19]([NH:21][O:22][CH:23]2[CH2:28][CH2:27][CH2:26][CH2:25][O:24]2)=[O:20])[C:15]([NH:17][CH3:18])=[O:16])=[O:12])=[CH:9][CH:8]=1.[Cl-].[NH4+].Cl.[C:36]([O:39][CH2:40][CH3:41])(=O)C, predict the reaction product. The product is: [CH3:36][O:39][CH2:40]/[CH:41]=[CH:2]/[C:3]1[CH:9]=[CH:8][C:7]([C:32]#[C:31][C:7]2[CH:32]=[CH:31][C:10]([C:11]([N:13]([CH3:30])[C@:14]([CH3:29])([C:19]([NH:21][O:22][CH:23]3[CH2:28][CH2:27][CH2:26][CH2:25][O:24]3)=[O:20])[C:15]([NH:17][CH3:18])=[O:16])=[O:12])=[CH:9][CH:8]=2)=[CH:5][CH:4]=1. (8) The product is: [F:33][C:22]1([F:21])[CH2:23][N:24]([C:26]2[C:31]([C:17]3[CH:16]=[CH:15][N:14]=[C:13]4[N:9]([C:3]5[CH:4]=[CH:5][C:6]([F:8])=[CH:7][C:2]=5[F:1])[N:10]=[CH:11][C:12]=34)=[CH:30][N:29]=[CH:28][N:27]=2)[CH2:25]1. Given the reactants [F:1][C:2]1[CH:7]=[C:6]([F:8])[CH:5]=[CH:4][C:3]=1[N:9]1[C:13]2=[N:14][CH:15]=[CH:16][C:17](B(O)O)=[C:12]2[CH:11]=[N:10]1.[F:21][C:22]1([F:33])[CH2:25][N:24]([C:26]2[C:31](I)=[CH:30][N:29]=[CH:28][N:27]=2)[CH2:23]1.C(O)C.C([O-])([O-])=O.[Na+].[Na+], predict the reaction product. (9) Given the reactants [NH:1]1[C:9]2[C:4](=[CH:5][CH:6]=[C:7]([C:10]3[C:19]([N:20]([CH:22]([CH3:24])[CH3:23])[CH3:21])=[N:18][C:17]4[C:12](=[CH:13][CH:14]=[C:15]([C:25]([O:27]C)=[O:26])[CH:16]=4)[N:11]=3)[CH:8]=2)[CH:3]=[N:2]1.O[Li].O.Cl, predict the reaction product. The product is: [NH:1]1[C:9]2[C:4](=[CH:5][CH:6]=[C:7]([C:10]3[C:19]([N:20]([CH:22]([CH3:24])[CH3:23])[CH3:21])=[N:18][C:17]4[C:12](=[CH:13][CH:14]=[C:15]([C:25]([OH:27])=[O:26])[CH:16]=4)[N:11]=3)[CH:8]=2)[CH:3]=[N:2]1.